Dataset: Peptide-MHC class I binding affinity with 185,985 pairs from IEDB/IMGT. Task: Regression. Given a peptide amino acid sequence and an MHC pseudo amino acid sequence, predict their binding affinity value. This is MHC class I binding data. (1) The peptide sequence is NTALAKCNLD. The MHC is H-2-Kb with pseudo-sequence H-2-Kb. The binding affinity (normalized) is 0. (2) The peptide sequence is SVIGALPQGM. The MHC is H-2-Kb with pseudo-sequence H-2-Kb. The binding affinity (normalized) is 0.329. (3) The peptide sequence is AVREATAAF. The MHC is HLA-A03:01 with pseudo-sequence HLA-A03:01. The binding affinity (normalized) is 0.336. (4) The peptide sequence is AQFSPQYL. The MHC is Mamu-B52 with pseudo-sequence Mamu-B52. The binding affinity (normalized) is 0. (5) The peptide sequence is GYTPGQQFY. The MHC is HLA-A03:01 with pseudo-sequence HLA-A03:01. The binding affinity (normalized) is 0.0847. (6) The peptide sequence is AEPQRHTML. The MHC is H-2-Kk with pseudo-sequence H-2-Kk. The binding affinity (normalized) is 0.242. (7) The peptide sequence is STTVKAACWW. The MHC is HLA-A02:03 with pseudo-sequence HLA-A02:03. The binding affinity (normalized) is 0.0612.